Predict the reactants needed to synthesize the given product. From a dataset of Full USPTO retrosynthesis dataset with 1.9M reactions from patents (1976-2016). Given the product [NH2:8][C:5]1[CH:6]=[CH:7][C:2]([F:1])=[C:3]([C:11](=[O:13])[CH3:12])[CH:4]=1, predict the reactants needed to synthesize it. The reactants are: [F:1][C:2]1[CH:7]=[CH:6][C:5]([N+:8]([O-])=O)=[CH:4][C:3]=1[C:11](=[O:13])[CH3:12].